This data is from Reaction yield outcomes from USPTO patents with 853,638 reactions. The task is: Predict the reaction yield, written as a fraction of the theoretical maximum amount of product (1.0 means a 100% yield; for example, 0.34 means a 34% yield). (1) The product is [Cl:18][C:19]1[C:24]([O:12][CH2:14][CH2:17][O:8][C:4]2[CH:5]=[CH:6][CH:7]=[C:2]([Br:1])[CH:3]=2)=[N:23][CH:22]=[CH:21][N:20]=1. The catalyst is CCN(CC)CC.C(Cl)Cl.O1CCOCC1. The yield is 0.750. The reactants are [Br:1][C:2]1[CH:3]=[C:4]([OH:8])[CH:5]=[CH:6][CH:7]=1.C1OC1.[O:12]([C:14]([CH3:17])(C)C)[K].[Cl:18][C:19]1[C:24](Cl)=[N:23][CH:22]=[CH:21][N:20]=1. (2) The reactants are [OH:1][C:2]1[CH:11]=[C:10]2[C:5]([C:6]([O:12][C:13]3[C:14]([CH3:23])=[N:15][C:16]4[C:21]([CH:22]=3)=[CH:20][CH:19]=[CH:18][N:17]=4)=[CH:7][CH:8]=[N:9]2)=[CH:4][C:3]=1[O:24][CH3:25].C(=O)([O-])[O-].[K+].[K+].Br[CH2:33][CH2:34][CH2:35][OH:36]. The catalyst is CN(C)C=O. The product is [CH3:25][O:24][C:3]1[CH:4]=[C:5]2[C:10](=[CH:11][C:2]=1[O:1][CH2:33][CH2:34][CH2:35][OH:36])[N:9]=[CH:8][CH:7]=[C:6]2[O:12][C:13]1[C:14]([CH3:23])=[N:15][C:16]2[C:21]([CH:22]=1)=[CH:20][CH:19]=[CH:18][N:17]=2. The yield is 0.710. (3) The reactants are [C:1]([C:3]1[C:4]([C:25]2[CH:30]=[CH:29][C:28]([Cl:31])=[CH:27][C:26]=2[Cl:32])=[C:5]([C:20]([O:22][CH2:23][CH3:24])=[O:21])[S:6][C:7]=1[NH:8]CC1C=CC(OC)=CC=1OC)#[N:2].FC(F)(F)C(O)=O. The catalyst is ClCCl. The product is [NH2:8][C:7]1[S:6][C:5]([C:20]([O:22][CH2:23][CH3:24])=[O:21])=[C:4]([C:25]2[CH:30]=[CH:29][C:28]([Cl:31])=[CH:27][C:26]=2[Cl:32])[C:3]=1[C:1]#[N:2]. The yield is 0.900. (4) The reactants are [C:1]([O:5][C:6](=O)[NH:7][CH2:8][C@@H:9]1[O:13][C:12](=[O:14])[N:11]([C:15]2[CH:20]=[CH:19][C:18]([C:21]3[S:22][CH:23]=[C:24]([CH2:26][N:27]4[CH:31]=[CH:30][N:29]=[CH:28]4)[N:25]=3)=[C:17]([F:32])[CH:16]=2)[CH2:10]1)(C)(C)C.FC(F)(F)C(O)=O.C(N(CC)CC)C.C(Cl)(Cl)=[S:49]. The catalyst is ClCCl.CO. The product is [F:32][C:17]1[CH:16]=[C:15]([N:11]2[CH2:10][C@H:9]([CH2:8][NH:7][C:6](=[S:49])[O:5][CH3:1])[O:13][C:12]2=[O:14])[CH:20]=[CH:19][C:18]=1[C:21]1[S:22][CH:23]=[C:24]([CH2:26][N:27]2[CH:31]=[CH:30][N:29]=[CH:28]2)[N:25]=1. The yield is 0.120. (5) The reactants are [Br:1][C:2]1[S:6][C:5]([S:7](Cl)(=[O:9])=[O:8])=[CH:4][CH:3]=1.C(N(CC)CC)C.[CH3:18][N:19]([CH3:23])[CH2:20][CH2:21][NH2:22]. The catalyst is C1COCC1. The product is [CH3:18][N:19]([CH3:23])[CH2:20][CH2:21][NH:22][S:7]([C:5]1[S:6][C:2]([Br:1])=[CH:3][CH:4]=1)(=[O:9])=[O:8]. The yield is 0.970. (6) The yield is 0.128. The catalyst is C(OCC)C.CC(O)=O.CC(O)=O.CC(O)=O.CC(O)=O.[Rh].[Rh]. The reactants are [CH2:1]([O:3][CH:4]=[CH2:5])[CH3:2].[N+](=[CH:8][C:9]([O:11][CH2:12][CH3:13])=[O:10])=[N-]. The product is [CH2:1]([O:3][CH:4]1[CH2:5][CH:8]1[C:9]([O:11][CH2:12][CH3:13])=[O:10])[CH3:2]. (7) The reactants are [B:10]1([B:10]2[O:14][C:13]([CH3:16])([CH3:15])[C:12]([CH3:18])([CH3:17])[O:11]2)[O:14][C:13]([CH3:16])([CH3:15])[C:12]([CH3:18])([CH3:17])[O:11]1.C([O-])(=O)C.[K+].I[C:25]1[CH:26]=[N:27][N:28]([CH:30]2[CH2:35][CH2:34][N:33]([C:36]([O:38][C:39]([CH3:42])([CH3:41])[CH3:40])=[O:37])[CH2:32][CH2:31]2)[CH:29]=1. The catalyst is Cl[Pd-2](Cl)(P(C1C=CC=CC=1)(C1C=CC=CC=1)C1C=CC=CC=1)P(C1C=CC=CC=1)(C1C=CC=CC=1)C1C=CC=CC=1.CS(C)=O. The product is [C:39]([O:38][C:36]([N:33]1[CH2:32][CH2:31][CH:30]([N:28]2[CH:29]=[C:25]([B:10]3[O:11][C:12]([CH3:17])([CH3:18])[C:13]([CH3:15])([CH3:16])[O:14]3)[CH:26]=[N:27]2)[CH2:35][CH2:34]1)=[O:37])([CH3:42])([CH3:40])[CH3:41]. The yield is 0.400.